Dataset: NCI-60 drug combinations with 297,098 pairs across 59 cell lines. Task: Regression. Given two drug SMILES strings and cell line genomic features, predict the synergy score measuring deviation from expected non-interaction effect. (1) Drug 1: CN(C)C1=NC(=NC(=N1)N(C)C)N(C)C. Drug 2: C1CN(CCN1C(=O)CCBr)C(=O)CCBr. Cell line: T-47D. Synergy scores: CSS=-0.732, Synergy_ZIP=-0.209, Synergy_Bliss=-0.475, Synergy_Loewe=-12.0, Synergy_HSA=-5.92. (2) Drug 1: C1=CC(=CC=C1C#N)C(C2=CC=C(C=C2)C#N)N3C=NC=N3. Drug 2: CN(CCCl)CCCl.Cl. Cell line: OVCAR-8. Synergy scores: CSS=3.76, Synergy_ZIP=-1.27, Synergy_Bliss=2.28, Synergy_Loewe=-0.417, Synergy_HSA=0.384.